This data is from Merck oncology drug combination screen with 23,052 pairs across 39 cell lines. The task is: Regression. Given two drug SMILES strings and cell line genomic features, predict the synergy score measuring deviation from expected non-interaction effect. (1) Drug 1: CN(C)C(=N)N=C(N)N. Drug 2: Cn1nnc2c(C(N)=O)ncn2c1=O. Cell line: KPL1. Synergy scores: synergy=-20.7. (2) Drug 1: COC12C(COC(N)=O)C3=C(C(=O)C(C)=C(N)C3=O)N1CC1NC12. Drug 2: COC1=C2CC(C)CC(OC)C(O)C(C)C=C(C)C(OC(N)=O)C(OC)C=CC=C(C)C(=O)NC(=CC1=O)C2=O. Cell line: DLD1. Synergy scores: synergy=8.64. (3) Drug 1: COc1cccc2c1C(=O)c1c(O)c3c(c(O)c1C2=O)CC(O)(C(=O)CO)CC3OC1CC(N)C(O)C(C)O1. Drug 2: CS(=O)(=O)CCNCc1ccc(-c2ccc3ncnc(Nc4ccc(OCc5cccc(F)c5)c(Cl)c4)c3c2)o1. Cell line: EFM192B. Synergy scores: synergy=5.55. (4) Drug 1: O=c1[nH]cc(F)c(=O)[nH]1. Drug 2: Cn1cc(-c2cnn3c(N)c(Br)c(C4CCCNC4)nc23)cn1. Cell line: DLD1. Synergy scores: synergy=6.41. (5) Drug 1: CCC1(O)CC2CN(CCc3c([nH]c4ccccc34)C(C(=O)OC)(c3cc4c(cc3OC)N(C)C3C(O)(C(=O)OC)C(OC(C)=O)C5(CC)C=CCN6CCC43C65)C2)C1. Drug 2: CC1(c2nc3c(C(N)=O)cccc3[nH]2)CCCN1. Cell line: OCUBM. Synergy scores: synergy=-23.5. (6) Drug 1: CN(C)C(=N)N=C(N)N. Drug 2: N#Cc1ccc(Cn2cncc2CN2CCN(c3cccc(Cl)c3)C(=O)C2)cc1. Cell line: PA1. Synergy scores: synergy=6.18.